From a dataset of Reaction yield outcomes from USPTO patents with 853,638 reactions. Predict the reaction yield, written as a fraction of the theoretical maximum amount of product (1.0 means a 100% yield; for example, 0.34 means a 34% yield). (1) The reactants are [Cl:1][C:2]1[CH:3]=[C:4]([CH2:9][OH:10])[CH:5]=[N:6][C:7]=1Cl.[CH2:11]([Sn]([CH2:11][C:12]1[CH:17]=[CH:16][CH:15]=[CH:14][CH:13]=1)([CH2:11][C:12]1[CH:17]=[CH:16][CH:15]=[CH:14][CH:13]=1)[CH2:11][C:12]1[CH:17]=[CH:16][CH:15]=[CH:14][CH:13]=1)[C:12]1[CH:17]=[CH:16][CH:15]=[CH:14][CH:13]=1.[F-].[K+].O. The catalyst is CN(C=O)C. The product is [CH2:11]([C:7]1[N:6]=[CH:5][C:4]([CH2:9][OH:10])=[CH:3][C:2]=1[Cl:1])[C:12]1[CH:17]=[CH:16][CH:15]=[CH:14][CH:13]=1. The yield is 0.640. (2) The reactants are [C:1]1([N:7]2[CH:12]=[C:11]([C:13]3[CH:18]=[CH:17][CH:16]=[CH:15][N:14]=3)[CH:10]=[CH:9][C:8]2=[O:19])[CH:6]=[CH:5][CH:4]=[CH:3][CH:2]=1.[Br:20]N1C(=O)CCC1=O.CN(C)C=O. The catalyst is C1C(=O)N(Br)C(=O)C1.O. The product is [Br:20][C:9]1[C:8](=[O:19])[N:7]([C:1]2[CH:2]=[CH:3][CH:4]=[CH:5][CH:6]=2)[CH:12]=[C:11]([C:13]2[CH:18]=[CH:17][CH:16]=[CH:15][N:14]=2)[CH:10]=1. The yield is 0.810.